Dataset: Reaction yield outcomes from USPTO patents with 853,638 reactions. Task: Predict the reaction yield, written as a fraction of the theoretical maximum amount of product (1.0 means a 100% yield; for example, 0.34 means a 34% yield). The yield is 0.350. The catalyst is C1COCC1.C1OCCOC2C(=CC=CC=2)OCCOCCOC2C(=CC=CC=2)OC1.C(O)C. The product is [F:11][C:4]([F:3])([F:10])[C:5](=[O:7])[CH2:13][C:12]([C:15]1[CH:25]=[C:24]([CH3:26])[C:18]2[O:19][CH2:20][C:21](=[O:23])[NH:22][C:17]=2[CH:16]=1)=[O:14]. The reactants are [H-].[Na+].[F:3][C:4]([F:11])([F:10])[C:5]([O:7]CC)=O.[C:12]([C:15]1[CH:25]=[C:24]([CH3:26])[C:18]2[O:19][CH2:20][C:21](=[O:23])[NH:22][C:17]=2[CH:16]=1)(=[O:14])[CH3:13].Cl.